Dataset: Peptide-MHC class I binding affinity with 185,985 pairs from IEDB/IMGT. Task: Regression. Given a peptide amino acid sequence and an MHC pseudo amino acid sequence, predict their binding affinity value. This is MHC class I binding data. (1) The peptide sequence is GSENGKSLY. The MHC is Mamu-A02 with pseudo-sequence Mamu-A02. The binding affinity (normalized) is 0.801. (2) The peptide sequence is HMMKDEPVV. The MHC is HLA-A02:03 with pseudo-sequence HLA-A02:03. The binding affinity (normalized) is 0.507.